From a dataset of Catalyst prediction with 721,799 reactions and 888 catalyst types from USPTO. Predict which catalyst facilitates the given reaction. (1) Reactant: [C:1]1(=[O:26])[N:5]([CH2:6][C:7]2[N:8]=[C:9]([N:12]3[CH2:15][CH:14](OS(C)(=O)=O)[CH2:13]3)[S:10][CH:11]=2)[C:4](=[O:21])[C:3]2=[CH:22][CH:23]=[CH:24][CH:25]=[C:2]12.[C:27]([O-:30])(=[S:29])[CH3:28].[K+]. Product: [C:27]([S:29][CH:14]1[CH2:15][N:12]([C:9]2[S:10][CH:11]=[C:7]([CH2:6][N:5]3[C:1](=[O:26])[C:2]4=[CH:25][CH:24]=[CH:23][CH:22]=[C:3]4[C:4]3=[O:21])[N:8]=2)[CH2:13]1)(=[O:30])[CH3:28]. The catalyst class is: 9. (2) Reactant: [CH:1]([NH:4][C:5](=[NH:7])[CH3:6])([CH3:3])[CH3:2].Br[C:9](=[CH:13]OC)[C:10](=[O:12])[CH3:11].C(N(CC)CC)C.S(=O)(=O)(O)O. Product: [C:10]([C:9]1[N:4]([CH:1]([CH3:3])[CH3:2])[C:5]([CH3:6])=[N:7][CH:13]=1)(=[O:12])[CH3:11]. The catalyst class is: 32. (3) Reactant: [F:1][C:2]1[C:7]([OH:8])=[C:6]([F:9])[C:5]([F:10])=[C:4]([F:11])[C:3]=1[F:12].[Br:13][CH2:14][CH2:15][CH2:16][C:17](O)=[O:18].CCN=C=NCCCN(C)C.Cl.Cl. Product: [F:1][C:2]1[C:7]([O:8][C:17](=[O:18])[CH2:16][CH2:15][CH2:14][Br:13])=[C:6]([F:9])[C:5]([F:10])=[C:4]([F:11])[C:3]=1[F:12]. The catalyst class is: 79. (4) Reactant: [Cl:1][C:2]1[CH:23]=[C:22]([Cl:24])[CH:21]=[CH:20][C:3]=1[CH2:4][N:5]1[C:9]([CH2:10][CH2:11][C:12](OCC)=[O:13])=[CH:8][C:7]([CH:17]([CH3:19])[CH3:18])=[N:6]1.[H-].C([Al+]CC(C)C)C(C)C.C(O)C.[Cl-].[NH4+]. Product: [Cl:1][C:2]1[CH:23]=[C:22]([Cl:24])[CH:21]=[CH:20][C:3]=1[CH2:4][N:5]1[C:9]([CH2:10][CH2:11][CH2:12][OH:13])=[CH:8][C:7]([CH:17]([CH3:19])[CH3:18])=[N:6]1. The catalyst class is: 207. (5) Reactant: [CH3:1][C:2]1[C:6]([C:7]2[CH:8]=[C:9]3[N:15]([CH:16]([C:20]4[CH:25]=[CH:24][CH:23]=[CH:22][CH:21]=4)[C:17]([OH:19])=O)[CH:14]=[C:13]([C:26]4[CH:27]=[N:28][N:29]([CH3:31])[CH:30]=4)[C:10]3=[N:11][CH:12]=2)=[C:5]([CH3:32])[O:4][N:3]=1.C1CN([P+](O[N:57]2N=[N:57][C:52]3[CH:53]=[CH:54][CH:54]=[CH:53][C:52]2=3)(N2CCCC2)N2CCCC2)CC1.F[P-](F)(F)(F)(F)F.C1(N)CC1.C(N(CC)C(C)C)(C)C. Product: [CH:52]1([NH:57][C:17](=[O:19])[CH:16]([N:15]2[C:9]3[C:10](=[N:11][CH:12]=[C:7]([C:6]4[C:2]([CH3:1])=[N:3][O:4][C:5]=4[CH3:32])[CH:8]=3)[C:13]([C:26]3[CH:27]=[N:28][N:29]([CH3:31])[CH:30]=3)=[CH:14]2)[C:20]2[CH:21]=[CH:22][CH:23]=[CH:24][CH:25]=2)[CH2:54][CH2:53]1. The catalyst class is: 287. (6) Reactant: [OH-].[Na+].[Cl:3][C:4]1[CH:29]=[C:28]([C:30]([NH:32][CH2:33][C:34]2[CH:39]=[CH:38][CH:37]=[C:36]([OH:40])[CH:35]=2)=[O:31])[CH:27]=[C:26]([Cl:41])[C:5]=1[C:6]([NH:8][C@H:9]([C:22]([O:24]C)=[O:23])[CH2:10][NH:11][C:12](=[O:21])[C:13]1[CH:18]=[C:17]([F:19])[CH:16]=[C:15]([F:20])[CH:14]=1)=[O:7]. Product: [Cl:3][C:4]1[CH:29]=[C:28]([C:30]([NH:32][CH2:33][C:34]2[CH:39]=[CH:38][CH:37]=[C:36]([OH:40])[CH:35]=2)=[O:31])[CH:27]=[C:26]([Cl:41])[C:5]=1[C:6]([NH:8][C@H:9]([C:22]([OH:24])=[O:23])[CH2:10][NH:11][C:12](=[O:21])[C:13]1[CH:14]=[C:15]([F:20])[CH:16]=[C:17]([F:19])[CH:18]=1)=[O:7]. The catalyst class is: 5. (7) Reactant: [CH2:1]([O:8][CH2:9][CH:10]1[CH2:14][O:13]C(C)(C)[O:11]1)[C:2]1[CH:7]=[CH:6][CH:5]=[CH:4][CH:3]=1.Cl.C([O-])(O)=O.[Na+].O. Product: [CH2:1]([O:8][CH2:9][CH:10]([OH:11])[CH2:14][OH:13])[C:2]1[CH:7]=[CH:6][CH:5]=[CH:4][CH:3]=1. The catalyst class is: 191. (8) Product: [Br:29][C:30]1[CH:38]=[CH:37][CH:36]=[CH:35][C:31]=1[C:32]([NH:1][C:2]1[CH:16]=[CH:15][CH:14]=[CH:13][C:3]=1[C:4]([NH:6][CH2:7][CH2:8][CH2:9][C:10]([OH:12])=[O:11])=[O:5])=[O:33]. Reactant: [NH2:1][C:2]1[CH:16]=[CH:15][CH:14]=[CH:13][C:3]=1[C:4]([NH:6][CH2:7][CH2:8][CH2:9][C:10]([OH:12])=[O:11])=[O:5].C[Si](Cl)(C)C.C(N(CC)CC)C.[Br:29][C:30]1[CH:38]=[CH:37][CH:36]=[CH:35][C:31]=1[C:32](Cl)=[O:33].[OH-].[Na+].Cl. The catalyst class is: 2. (9) Reactant: C(O[BH-](OC(=O)C)OC(=O)C)(=O)C.[Na+].[C:15]([O:19][C:20](=[O:27])[NH:21][C:22]([CH3:26])([CH3:25])[CH:23]=O)([CH3:18])([CH3:17])[CH3:16].[Cl:28][C:29]1[CH:35]=[CH:34][C:33]([F:36])=[CH:32][C:30]=1[NH2:31].C(O)(=O)C.C(=O)(O)[O-].[Na+]. Product: [C:15]([O:19][C:20](=[O:27])[NH:21][C:22]([CH3:26])([CH3:25])[CH2:23][NH:31][C:30]1[CH:32]=[C:33]([F:36])[CH:34]=[CH:35][C:29]=1[Cl:28])([CH3:18])([CH3:17])[CH3:16]. The catalyst class is: 2.